From a dataset of Tyrosyl-DNA phosphodiesterase HTS with 341,365 compounds. Binary Classification. Given a drug SMILES string, predict its activity (active/inactive) in a high-throughput screening assay against a specified biological target. The compound is S(CC(=O)N1CCCc2c1cccc2)c1sc2c(n1)ccc(NC(=O)c1ccc(OC)cc1)c2. The result is 0 (inactive).